This data is from Full USPTO retrosynthesis dataset with 1.9M reactions from patents (1976-2016). The task is: Predict the reactants needed to synthesize the given product. (1) Given the product [CH2:1]([CH:3]([C:6]1[C:7]2[N:8]([C:13]([C:17]3[N:21]4[CH:22]=[CH:23][CH:24]=[C:25]([CH:26]([OH:27])[C:29]([CH3:32])([CH3:31])[CH3:30])[C:20]4=[N:19][C:18]=3[CH3:28])=[C:14]([CH3:16])[N:15]=2)[N:9]=[C:10]([CH3:12])[CH:11]=1)[CH2:4][CH3:5])[CH3:2], predict the reactants needed to synthesize it. The reactants are: [CH2:1]([CH:3]([C:6]1[C:7]2[N:8]([C:13]([C:17]3[N:21]4[CH:22]=[CH:23][CH:24]=[C:25]([CH:26]=[O:27])[C:20]4=[N:19][C:18]=3[CH3:28])=[C:14]([CH3:16])[N:15]=2)[N:9]=[C:10]([CH3:12])[CH:11]=1)[CH2:4][CH3:5])[CH3:2].[C:29]([Mg]Br)([CH3:32])([CH3:31])[CH3:30]. (2) The reactants are: [C:1]([C:5]1[O:9][N:8]=[C:7]([N:10]2[C:14](=[O:15])[C:13]([O:16][CH3:17])=[C:12]([CH3:18])[CH2:11]2)[C:6]=1[C:19]#[N:20])([CH3:4])([CH3:3])[CH3:2].[O:21]=C(CC)C(O)=O.C=O.NC1C(C#N)=C(C(C)(C)C)ON=1.CC(C)(C)C(O)=O.C(Cl)(Cl)(Cl)Cl.BrN1C(=O)CCC1=O.N(C(C)(C)C#N)=NC(C)(C)C#N. Given the product [C:1]([C:5]1[O:9][N:8]=[C:7]([N:10]2[C:14](=[O:15])[C:13]([O:16][CH3:17])=[C:12]([CH3:18])[CH:11]2[OH:21])[C:6]=1[C:19]#[N:20])([CH3:4])([CH3:2])[CH3:3], predict the reactants needed to synthesize it.